Dataset: Full USPTO retrosynthesis dataset with 1.9M reactions from patents (1976-2016). Task: Predict the reactants needed to synthesize the given product. (1) Given the product [Br:11][C:8]1[CH:9]=[C:4]([N+:1]([O-:3])=[O:2])[CH:5]=[CH:6][C:7]=1[OH:10], predict the reactants needed to synthesize it. The reactants are: [N+:1]([C:4]1[CH:9]=[CH:8][C:7]([OH:10])=[CH:6][CH:5]=1)([O-:3])=[O:2].[Br:11]Br. (2) Given the product [O:14]=[C:11]1[N:10]([CH2:18][CH2:19][CH2:20][CH2:21][CH2:22][CH2:23][C:24]#[N:25])[C@@H:9]([CH2:8][O:7][CH:2]2[CH2:3][CH2:4][CH2:5][CH2:6][O:1]2)[CH2:13][S:12]1, predict the reactants needed to synthesize it. The reactants are: [O:1]1[CH2:6][CH2:5][CH2:4][CH2:3][CH:2]1[O:7][CH2:8][C@H:9]1[CH2:13][S:12][C:11](=[O:14])[NH:10]1.[H-].[Na+].Br[CH2:18][CH2:19][CH2:20][CH2:21][CH2:22][CH2:23][C:24]#[N:25].[Cl-].[NH4+]. (3) Given the product [F:40][C:41]1[CH:47]=[CH:46][C:44]([NH:45][C:27]([C:24]2([C:22]([NH:21][C:18]3[CH:17]=[CH:16][C:15]([O:14][C:13]4[CH:12]=[CH:11][N:10]=[C:9]5[NH:30][C:6]([C:4]([OH:3])=[O:5])=[CH:7][C:8]=45)=[CH:20][CH:19]=3)=[O:23])[CH2:25][CH2:26]2)=[O:29])=[CH:43][CH:42]=1, predict the reactants needed to synthesize it. The reactants are: C([O:3][C:4]([C:6]1[NH:30][C:9]2=[N:10][CH:11]=[CH:12][C:13]([O:14][C:15]3[CH:20]=[CH:19][C:18]([NH:21][C:22]([C:24]4([C:27]([OH:29])=O)[CH2:26][CH2:25]4)=[O:23])=[CH:17][CH:16]=3)=[C:8]2[CH:7]=1)=[O:5])C.C(N(C(C)C)CC)(C)C.[F:40][C:41]1[CH:47]=[CH:46][C:44]([NH2:45])=[CH:43][CH:42]=1. (4) Given the product [NH2:19][C:4]1[O:5][C:6]2[C:11]([CH:12]([C:13]3[CH:18]=[CH:17][CH:16]=[CH:15][CH:14]=3)[C:3]=1[C:1]#[N:2])=[CH:10][CH:9]=[CH:8][CH:7]=2, predict the reactants needed to synthesize it. The reactants are: [C:1]([C:3]1[C:4](=[NH:19])[O:5][C:6]2[C:11]([C:12]=1[C:13]1[CH:18]=[CH:17][CH:16]=[CH:15][CH:14]=1)=[CH:10][CH:9]=[CH:8][CH:7]=2)#[N:2].OC1C=CC=CC=1C(C1C=CC=CC=1)=O.C(#N)CC#N.N1CCCCC1. (5) Given the product [CH3:26][C:24]1[C:23](=[O:27])[NH:22][C:21](=[O:36])[N:20]([CH2:19][C@H:8]([C@H:9]([OH:11])[CH3:10])[CH2:7][OH:6])[CH:25]=1, predict the reactants needed to synthesize it. The reactants are: C([Si](C)(C)[O:6][CH2:7][C@H:8]([CH2:19][N:20]1[CH:25]=[C:24]([CH3:26])[C:23](=[O:27])[N:22](C(=O)C2C=CC=CC=2)[C:21]1=[O:36])[C@H:9]([O:11][Si](C(C)(C)C)(C)C)[CH3:10])(C)(C)C.CCCC[N+](CCCC)(CCCC)CCCC.[F-].[OH-].[Na+].